From a dataset of Retrosynthesis with 50K atom-mapped reactions and 10 reaction types from USPTO. Predict the reactants needed to synthesize the given product. Given the product COC(=O)c1cc(-c2ccccc2)c(OCC(=O)OC(C)(C)C)c(-c2ccccc2)c1, predict the reactants needed to synthesize it. The reactants are: CC(C)(C)OC(=O)CBr.COC(=O)c1cc(-c2ccccc2)c(O)c(-c2ccccc2)c1.